This data is from CYP2D6 inhibition data for predicting drug metabolism from PubChem BioAssay. The task is: Regression/Classification. Given a drug SMILES string, predict its absorption, distribution, metabolism, or excretion properties. Task type varies by dataset: regression for continuous measurements (e.g., permeability, clearance, half-life) or binary classification for categorical outcomes (e.g., BBB penetration, CYP inhibition). Dataset: cyp2d6_veith. (1) The drug is CN1CCN(c2ncc3nc(-c4cccc(C#N)c4)c(=O)n(Cc4ccc(F)cc4)c3n2)CC1. The result is 0 (non-inhibitor). (2) The result is 0 (non-inhibitor). The drug is CC(=O)Oc1c(S(=O)(=O)c2ccc(C)cc2)c(C)nn1C(C)(C)C. (3) The drug is CCOC(=O)CCN1C(=O)[C@@H]2[C@@H](CC[C@@H]3C(=O)C=C[C@@H](O)[C@H]32)C1=O. The result is 0 (non-inhibitor). (4) The molecule is CCOc1ccc(N2C(=O)C3C4C=CC(CC4)C3C2=O)c([N+](=O)[O-])c1. The result is 1 (inhibitor).